From a dataset of Catalyst prediction with 721,799 reactions and 888 catalyst types from USPTO. Predict which catalyst facilitates the given reaction. (1) Reactant: [C:1]([N:5]([CH2:13][CH2:14][CH2:15][CH2:16][CH2:17][C:18]#[C:19][C:20]1[S:24][CH:23]=[N:22][CH:21]=1)[C:6](=[O:12])[C:7]([O:9]CC)=[O:8])([CH3:4])([CH3:3])[CH3:2].[OH-].[K+].Cl. Product: [C:1]([N:5]([CH2:13][CH2:14][CH2:15][CH2:16][CH2:17][C:18]#[C:19][C:20]1[S:24][CH:23]=[N:22][CH:21]=1)[C:6](=[O:12])[C:7]([OH:9])=[O:8])([CH3:4])([CH3:2])[CH3:3]. The catalyst class is: 38. (2) Reactant: [Br:1][C:2]1[CH:7]=[CH:6][C:5]([CH2:8][NH2:9])=[C:4]([F:10])[CH:3]=1.C(N(CC)C(C)C)(C)C.[C:20]1([CH2:26][S:27](Cl)(=[O:29])=[O:28])[CH:25]=[CH:24][CH:23]=[CH:22][CH:21]=1. Product: [Br:1][C:2]1[CH:7]=[CH:6][C:5]([CH2:8][NH:9][S:27]([CH2:26][C:20]2[CH:25]=[CH:24][CH:23]=[CH:22][CH:21]=2)(=[O:29])=[O:28])=[C:4]([F:10])[CH:3]=1. The catalyst class is: 4. (3) Reactant: [N:1]([C:4]1[CH:9]=[C:8]([C:10]([O:12]C)=[O:11])[CH:7]=[CH:6][C:5]=1[C:14]([O:16]C)=O)=[C:2]=[S:3].[CH3:18][O:19][C:20]1[N:25]=[C:24]([NH2:26])[CH:23]=[C:22]([O:27][CH3:28])[N:21]=1.[OH-].[Na+].Cl. Product: [CH3:18][O:19][C:20]1[N:25]=[C:24]([N:26]2[C:14](=[O:16])[C:5]3[C:4](=[CH:9][C:8]([C:10]([OH:12])=[O:11])=[CH:7][CH:6]=3)[NH:1][C:2]2=[S:3])[CH:23]=[C:22]([O:27][CH3:28])[N:21]=1. The catalyst class is: 58. (4) Reactant: [NH2:1][C:2]1[CH:7]=[C:6]([O:8][C:9]2[CH:14]=[CH:13][C:12]([NH:15][C:16]([C:18]3([C:21]([NH:23][C:24]4[CH:29]=[CH:28][C:27]([F:30])=[CH:26][CH:25]=4)=[O:22])[CH2:20][CH2:19]3)=[O:17])=[CH:11][C:10]=2[F:31])[CH:5]=[CH:4][N:3]=1.C([N:34]([CH2:37]C)CC)C.ClC([O:42][C:43]1[CH:48]=CC=C[CH:44]=1)=O.C(OCC)(=[O:51])C. Product: [F:31][C:10]1[CH:11]=[C:12]([NH:15][C:16]([C:18]2([C:21]([NH:23][C:24]3[CH:25]=[CH:26][C:27]([F:30])=[CH:28][CH:29]=3)=[O:22])[CH2:20][CH2:19]2)=[O:17])[CH:13]=[CH:14][C:9]=1[O:8][C:6]1[CH:5]=[CH:4][N:3]=[C:2]([NH:1][C:37]([N:34]2[CH2:44][CH:43]([OH:42])[CH2:48]2)=[O:51])[CH:7]=1. The catalyst class is: 30. (5) Product: [C:12]([Si:9]([CH3:11])([CH3:10])[O:8][CH:4]([CH:5]1[CH2:7][CH2:6]1)[CH2:3][OH:2])([CH3:15])([CH3:14])[CH3:13]. Reactant: C[O:2][C:3](=O)[CH:4]([O:8][Si:9]([C:12]([CH3:15])([CH3:14])[CH3:13])([CH3:11])[CH3:10])[CH:5]1[CH2:7][CH2:6]1.CC(C[AlH]CC(C)C)C. The catalyst class is: 2. (6) Reactant: [NH2:1][C:2]1[N:6]=[CH:5][NH:4][N:3]=1.[OH:7][C:8]([CH3:20])([CH3:19])[CH2:9][O:10][C:11]1([CH3:18])[CH2:16][CH2:15][C:14](=O)[CH2:13][CH2:12]1.C(O[BH-](OC(=O)C)OC(=O)C)(=O)C.[Na+]. Product: [CH3:20][C:8]([OH:7])([CH3:19])[CH2:9][O:10][C:11]1([CH3:18])[CH2:16][CH2:15][CH:14]([NH:1][C:2]2[N:6]=[CH:5][NH:4][N:3]=2)[CH2:13][CH2:12]1. The catalyst class is: 15.